This data is from Catalyst prediction with 721,799 reactions and 888 catalyst types from USPTO. The task is: Predict which catalyst facilitates the given reaction. (1) Reactant: [F:1][C:2]1[CH:20]=[CH:19][CH:18]=[CH:17][C:3]=1[CH2:4][N:5]1[C:9]2=[N:10][CH:11]=[CH:12][CH:13]=[C:8]2[C:7]([C:14]([OH:16])=O)=[N:6]1.S(Cl)(Cl)=O.[NH2:25][C:26]1[C:31]([C:32]#[N:33])=[CH:30][N:29]=[CH:28][N:27]=1. Product: [C:32]([C:31]1[C:26]([NH:25][C:14]([C:7]2[C:8]3[C:9](=[N:10][CH:11]=[CH:12][CH:13]=3)[N:5]([CH2:4][C:3]3[CH:17]=[CH:18][CH:19]=[CH:20][C:2]=3[F:1])[N:6]=2)=[O:16])=[N:27][CH:28]=[N:29][CH:30]=1)#[N:33]. The catalyst class is: 17. (2) Reactant: [NH2:1][C:2]1[N:10]=[CH:9][C:8]([N+:11]([O-:13])=[O:12])=[CH:7][C:3]=1[C:4]([OH:6])=O.C(N1C=CN=C1)(N1C=CN=C1)=O.[Cl:26][C:27]1[CH:28]=[C:29]([CH:32]=[CH:33][C:34]=1[Cl:35])[CH2:30][NH2:31]. Product: [NH2:1][C:2]1[N:10]=[CH:9][C:8]([N+:11]([O-:13])=[O:12])=[CH:7][C:3]=1[C:4]([NH:31][CH2:30][C:29]1[CH:32]=[CH:33][C:34]([Cl:35])=[C:27]([Cl:26])[CH:28]=1)=[O:6]. The catalyst class is: 18.